Dataset: Forward reaction prediction with 1.9M reactions from USPTO patents (1976-2016). Task: Predict the product of the given reaction. (1) Given the reactants [CH2:1]([CH:3]1[O:5][CH2:4]1)Cl.[OH:6][C:7]1[CH:16]=[CH:15][C:14]2[C:9](=[CH:10][CH:11]=[CH:12][CH:13]=2)[C:8]=1[CH:17]=[O:18], predict the reaction product. The product is: [CH2:1]([O:6][C:7]1[CH:16]=[CH:15][C:14]2[C:9](=[CH:10][CH:11]=[CH:12][CH:13]=2)[C:8]=1[CH:17]=[O:18])[CH:3]1[O:5][CH2:4]1. (2) The product is: [NH2:33][C:12]1[CH:11]=[C:10]([CH:15]=[C:14]([O:16][CH3:17])[N:13]=1)[C:9]([NH:8][CH2:1][C:2]1[CH:7]=[CH:6][CH:5]=[CH:4][CH:3]=1)=[O:19]. Given the reactants [CH2:1]([NH:8][C:9](=[O:19])[C:10]1[CH:15]=[C:14]([O:16][CH3:17])[N:13]=[C:12](Cl)[CH:11]=1)[C:2]1[CH:7]=[CH:6][CH:5]=[CH:4][CH:3]=1.C(=[NH:33])(C1C=CC=CC=1)C1C=CC=CC=1.CC(C)([O-])C.[Na+], predict the reaction product. (3) Given the reactants [OH:1][C:2]1[CH:3]=[C:4]([CH:7]=[C:8]([C:10]([F:13])([F:12])[F:11])[CH:9]=1)[C:5]#[N:6].C([O-])([O-])=O.[K+].[K+].[F:20][C:21]([F:35])([F:34])[C:22]1[CH:29]=[CH:28][C:27]([C:30]([F:33])([F:32])[F:31])=[CH:26][C:23]=1[CH2:24]Br, predict the reaction product. The product is: [F:20][C:21]([F:34])([F:35])[C:22]1[CH:29]=[CH:28][C:27]([C:30]([F:33])([F:31])[F:32])=[CH:26][C:23]=1[CH2:24][O:1][C:2]1[CH:3]=[C:4]([CH:7]=[C:8]([C:10]([F:11])([F:12])[F:13])[CH:9]=1)[C:5]#[N:6].